Dataset: Full USPTO retrosynthesis dataset with 1.9M reactions from patents (1976-2016). Task: Predict the reactants needed to synthesize the given product. (1) Given the product [F:37][C:35]([F:36])([F:38])[C:32]1[CH:33]=[CH:34][C:29]([O:28][C:25]2[CH:26]=[CH:27][C:22]([O:21][C:19]([N:15]3[CH2:16][CH2:17][CH:12]([N:4]([CH:1]4[CH2:2][CH2:3]4)[CH2:5][C:6]4[CH:7]=[CH:8][N:9]=[CH:10][CH:11]=4)[CH2:13][CH2:14]3)=[O:20])=[CH:23][CH:24]=2)=[N:30][CH:31]=1, predict the reactants needed to synthesize it. The reactants are: [CH:1]1([N:4]([CH:12]2[CH2:17][CH2:16][NH:15][CH2:14][CH2:13]2)[CH2:5][C:6]2[CH:11]=[CH:10][N:9]=[CH:8][CH:7]=2)[CH2:3][CH2:2]1.Cl[C:19]([O:21][C:22]1[CH:27]=[CH:26][C:25]([O:28][C:29]2[CH:34]=[CH:33][C:32]([C:35]([F:38])([F:37])[F:36])=[CH:31][N:30]=2)=[CH:24][CH:23]=1)=[O:20].C(NC(C)C)(C)C. (2) Given the product [C:1]([O:5][C:6]([N:8]1[CH:18]=[CH:17][C:10]([CH2:11][CH2:12][CH2:13][C:14]([OH:16])=[O:15])=[N:9]1)=[O:7])([CH3:4])([CH3:3])[CH3:2], predict the reactants needed to synthesize it. The reactants are: [C:1]([O:5][C:6]([NH:8]/[N:9]=[C:10](\[C:17]#[C:18][Si](C)(C)C)/[CH2:11][CH2:12][CH2:13][C:14]([OH:16])=[O:15])=[O:7])([CH3:4])([CH3:3])[CH3:2].[F-].C([N+](CCCC)(CCCC)CCCC)CCC. (3) Given the product [CH3:8][CH:9]([O:13][C:14]1[N:22]=[C:21]2[C:17]([N:18]=[C:19]([O:23][CH3:24])[N:20]2[CH2:33][CH:34]2[CH2:39][CH2:38][O:37][CH2:36][CH2:35]2)=[C:16]([NH2:25])[N:15]=1)[CH2:10][CH2:11][CH3:12], predict the reactants needed to synthesize it. The reactants are: FC(F)(F)C(O)=O.[CH3:8][CH:9]([O:13][C:14]1[N:22]=[C:21]2[C:17]([N:18]=[C:19]([O:23][CH3:24])[NH:20]2)=[C:16]([NH2:25])[N:15]=1)[CH2:10][CH2:11][CH3:12].C(=O)([O-])[O-].[K+].[K+].Br[CH2:33][CH:34]1[CH2:39][CH2:38][O:37][CH2:36][CH2:35]1. (4) Given the product [CH2:1]([N:8]1[CH2:9][CH2:10][N:11]([CH2:14][C:16]2([C:23]3[CH:28]=[CH:27][CH:26]=[CH:25][CH:24]=3)[CH2:17][CH2:18][N:19]([CH3:22])[CH2:20][CH2:21]2)[CH2:12][CH2:13]1)[C:2]1[CH:3]=[CH:4][CH:5]=[CH:6][CH:7]=1, predict the reactants needed to synthesize it. The reactants are: [CH2:1]([N:8]1[CH2:13][CH2:12][N:11]([C:14]([C:16]2([C:23]3[CH:28]=[CH:27][CH:26]=[CH:25][CH:24]=3)[CH2:21][CH2:20][N:19]([CH3:22])[CH2:18][CH2:17]2)=O)[CH2:10][CH2:9]1)[C:2]1[CH:7]=[CH:6][CH:5]=[CH:4][CH:3]=1.[H-].[H-].[H-].[H-].[Li+].[Al+3]. (5) Given the product [CH3:27][O:26][C:24](=[O:25])[C:23]1[CH:28]=[CH:29][C:20]([N:16]2[CH:17]=[C:13]([C:12]3[N:11]([CH3:18])[N:10]=[N:9][C:8]=3[C:5]3[CH:6]=[CH:7][C:2]([F:1])=[CH:3][CH:4]=3)[N:14]=[CH:15]2)=[N:21][CH:22]=1, predict the reactants needed to synthesize it. The reactants are: [F:1][C:2]1[CH:7]=[CH:6][C:5]([C:8]2[N:9]=[N:10][N:11]([CH3:18])[C:12]=2[C:13]2[N:14]=[CH:15][NH:16][CH:17]=2)=[CH:4][CH:3]=1.Cl[C:20]1[CH:29]=[CH:28][C:23]([C:24]([O:26][CH3:27])=[O:25])=[CH:22][N:21]=1.C(=O)([O-])[O-].[K+].[K+].Cl. (6) Given the product [CH2:21]([N:23]([CH2:28][CH3:29])[CH2:24][C:25]([NH:18][C:16]1[S:17][C:13]2[CH:12]=[C:11]([S:10][C:3]3[N:4]4[CH:9]=[CH:8][CH:7]=[N:6][C:5]4=[N:1][CH:2]=3)[CH:20]=[CH:19][C:14]=2[N:15]=1)=[O:26])[CH3:22], predict the reactants needed to synthesize it. The reactants are: [N:1]1[CH:2]=[C:3]([S:10][C:11]2[CH:20]=[CH:19][C:14]3[N:15]=[C:16]([NH2:18])[S:17][C:13]=3[CH:12]=2)[N:4]2[CH:9]=[CH:8][CH:7]=[N:6][C:5]=12.[CH2:21]([N:23]([CH2:28][CH3:29])[CH2:24][C:25](O)=[O:26])[CH3:22].Cl.Cl.CN(C)CCCN=C=NCC. (7) Given the product [C:1]([C:3]1[C:4]([F:16])=[C:5]([CH:11]=[C:12]([F:15])[C:13]=1[F:14])[C:6]([OH:8])=[O:7])#[N:2], predict the reactants needed to synthesize it. The reactants are: [C:1]([C:3]1[C:4]([F:16])=[C:5]([CH:11]=[C:12]([F:15])[C:13]=1[F:14])[C:6]([O:8]CC)=[O:7])#[N:2].Cl.O.